Dataset: Peptide-MHC class II binding affinity with 134,281 pairs from IEDB. Task: Regression. Given a peptide amino acid sequence and an MHC pseudo amino acid sequence, predict their binding affinity value. This is MHC class II binding data. (1) The peptide sequence is HGSEPCIIHRGKPF. The MHC is HLA-DQA10501-DQB10201 with pseudo-sequence HLA-DQA10501-DQB10201. The binding affinity (normalized) is 0.243. (2) The peptide sequence is AKFVAAWTLKAAA. The MHC is H-2-IAb with pseudo-sequence H-2-IAb. The binding affinity (normalized) is 0.652. (3) The peptide sequence is KKMVALTLTSYLGLTQP. The MHC is DRB1_0901 with pseudo-sequence DRB1_0901. The binding affinity (normalized) is 0.625. (4) The peptide sequence is EKKYFAATQFEPLAA. The MHC is DRB1_0404 with pseudo-sequence DRB1_0404. The binding affinity (normalized) is 0.123. (5) The peptide sequence is SEFIKFAEGRRGAAE. The MHC is DRB1_0301 with pseudo-sequence DRB1_0301. The binding affinity (normalized) is 0.530.